From a dataset of Catalyst prediction with 721,799 reactions and 888 catalyst types from USPTO. Predict which catalyst facilitates the given reaction. (1) Reactant: [C:1]1([C:7]2[CH2:24][CH:10]3[CH2:11][N:12](C(OCC4C=CC=CC=4)=O)[CH2:13][CH:9]3[CH:8]=2)[CH:6]=[CH:5][CH:4]=[CH:3][CH:2]=1. Product: [C:1]1([CH:7]2[CH2:24][CH:10]3[CH2:11][NH:12][CH2:13][CH:9]3[CH2:8]2)[CH:2]=[CH:3][CH:4]=[CH:5][CH:6]=1. The catalyst class is: 29. (2) Reactant: [ClH:1].C(OC(CNCC[C:13]([O:15][CH2:16][C:17]1[CH:22]=[C:21]([F:23])[C:20]([F:24])=[CH:19][C:18]=1[C:25]1[CH:26]=[C:27]2[C:32](=[CH:33][CH:34]=1)[N:31]=[C:30]([NH2:35])[N:29]=[C:28]2[C:36]([N:38]1[CH2:46][C:45]2[C:40](=[CH:41][CH:42]=[CH:43][CH:44]=2)[CH2:39]1)=[O:37])=[O:14])=O)(C)(C)C. Product: [ClH:1].[ClH:1].[NH2:29][C@H:28]([CH2:36][OH:37])[C:13]([O:15][CH2:16][C:17]1[CH:22]=[C:21]([F:23])[C:20]([F:24])=[CH:19][C:18]=1[C:25]1[CH:26]=[C:27]2[C:32](=[CH:33][CH:34]=1)[N:31]=[C:30]([NH2:35])[N:29]=[C:28]2[C:36]([N:38]1[CH2:46][C:45]2[C:40](=[CH:41][CH:42]=[CH:43][CH:44]=2)[CH2:39]1)=[O:37])=[O:14]. The catalyst class is: 346.